From a dataset of Reaction yield outcomes from USPTO patents with 853,638 reactions. Predict the reaction yield, written as a fraction of the theoretical maximum amount of product (1.0 means a 100% yield; for example, 0.34 means a 34% yield). (1) The reactants are C(O[C:6](=[O:26])[NH:7][C@H:8]([CH:13]([OH:25])[C:14](=[O:24])[NH:15][C@H:16]([C:18]1[CH:23]=[CH:22][CH:21]=[CH:20][CH:19]=1)[CH3:17])[CH2:9][CH2:10][CH2:11][CH3:12])(C)(C)C.FC(F)(F)C(O)=O.C(N(CC)C(C)C)(C)C.[NH:43]1[C:51]2[C:46](=[CH:47][CH:48]=[CH:49][CH:50]=2)[C:45]([CH2:52][C@H:53]([NH:57][C:58](=[O:74])[C@@H:59]([NH:61][C:62]([C:64]2[CH2:65][C:66]3[C:71]([C:72]=2[CH3:73])=[CH:70][CH:69]=[CH:68][CH:67]=3)=[O:63])[CH3:60])C(O)=O)=[CH:44]1.CN(C(ON1N=NC2C=CC=NC1=2)=[N+](C)C)C.F[P-](F)(F)(F)(F)F. The catalyst is ClCCl. The product is [OH:25][CH:13]([C:14](=[O:24])[NH:15][C@H:16]([C:18]1[CH:19]=[CH:20][CH:21]=[CH:22][CH:23]=1)[CH3:17])[C@@H:8]([NH:7][C:6]([C@@H:53]([NH:57][C:58]([C@@H:59]([NH:61][C:62]([C:64]1[CH2:65][C:66]2[C:71]([C:72]=1[CH3:73])=[CH:70][CH:69]=[CH:68][CH:67]=2)=[O:63])[CH3:60])=[O:74])[CH2:52][C:45]1[C:46]2[C:51](=[CH:50][CH:49]=[CH:48][CH:47]=2)[NH:43][CH:44]=1)=[O:26])[CH2:9][CH2:10][CH2:11][CH3:12]. The yield is 0.970. (2) The reactants are [Br:1][C:2]1[CH:8]=[CH:7][CH:6]=[CH:5][C:3]=1[NH2:4].[N+:9]([O-:12])(O)=[O:10].[C:13](OC(=O)C)(=[O:15])[CH3:14]. No catalyst specified. The product is [Br:1][C:2]1[CH:8]=[CH:7][CH:6]=[C:5]([N+:9]([O-:12])=[O:10])[C:3]=1[NH:4][C:13](=[O:15])[CH3:14]. The yield is 0.167. (3) The reactants are Br[C:2]1[CH:7]=[CH:6][C:5]([C:8]2[C:31](=[O:32])[N:30]([CH2:33][CH3:34])[C:11]3[N:12]=[C:13]([NH:16][C:17]4[CH:22]=[CH:21][C:20]([N:23]5[CH2:28][CH2:27][N:26]([CH3:29])[CH2:25][CH2:24]5)=[CH:19][CH:18]=4)[N:14]=[CH:15][C:10]=3[CH:9]=2)=[C:4]([Cl:35])[CH:3]=1.O.[CH3:37][N:38](C)C=O. The catalyst is [C-]#N.[Zn+2].[C-]#N.C1(P(C2C=CC=CC=2)[C-]2C=CC=C2)C=CC=CC=1.[C-]1(P(C2C=CC=CC=2)C2C=CC=CC=2)C=CC=C1.[Fe+2].C1C=CC(/C=C/C(/C=C/C2C=CC=CC=2)=O)=CC=1.C1C=CC(/C=C/C(/C=C/C2C=CC=CC=2)=O)=CC=1.C1C=CC(/C=C/C(/C=C/C2C=CC=CC=2)=O)=CC=1.[Pd].[Pd]. The product is [Cl:35][C:4]1[CH:3]=[C:2]([CH:7]=[CH:6][C:5]=1[C:8]1[C:31](=[O:32])[N:30]([CH2:33][CH3:34])[C:11]2[N:12]=[C:13]([NH:16][C:17]3[CH:22]=[CH:21][C:20]([N:23]4[CH2:28][CH2:27][N:26]([CH3:29])[CH2:25][CH2:24]4)=[CH:19][CH:18]=3)[N:14]=[CH:15][C:10]=2[CH:9]=1)[C:37]#[N:38]. The yield is 0.830. (4) The reactants are [H-].[Na+].[NH:3]1[CH:7]=[CH:6][CH:5]=[N:4]1.[Br:8][C:9]1[CH:10]=[C:11](F)[C:12]([N+:16]([O-:18])=[O:17])=[C:13]([F:15])[CH:14]=1. The catalyst is C1COCC1. The product is [Br:8][C:9]1[CH:14]=[C:13]([F:15])[C:12]([N+:16]([O-:18])=[O:17])=[C:11]([N:3]2[CH:7]=[CH:6][CH:5]=[N:4]2)[CH:10]=1. The yield is 0.860. (5) The reactants are [NH2:1][C:2]1[CH:28]=[CH:27][C:5]([O:6][C:7]2[N:12]=[CH:11][N:10]=[C:9]([NH2:13])[C:8]=2[C:14]2[CH:19]=[CH:18][C:17]([O:20][C:21]3[CH:26]=[CH:25][CH:24]=[CH:23][CH:22]=3)=[CH:16][CH:15]=2)=[CH:4][CH:3]=1.[C:29](O)(=[O:32])[CH2:30][CH3:31]. No catalyst specified. The product is [NH2:13][C:9]1[N:10]=[CH:11][N:12]=[C:7]([O:6][C:5]2[CH:27]=[CH:28][C:2]([NH:1][C:29](=[O:32])[CH:30]=[CH2:31])=[CH:3][CH:4]=2)[C:8]=1[C:14]1[CH:19]=[CH:18][C:17]([O:20][C:21]2[CH:26]=[CH:25][CH:24]=[CH:23][CH:22]=2)=[CH:16][CH:15]=1. The yield is 0.510.